From a dataset of Catalyst prediction with 721,799 reactions and 888 catalyst types from USPTO. Predict which catalyst facilitates the given reaction. (1) The catalyst class is: 5. Reactant: [F:1][C:2]1[CH:7]=[C:6]([O:8][CH2:9][C:10]2[CH:15]=[CH:14][CH:13]=[CH:12][N:11]=2)[CH:5]=[CH:4][C:3]=1[C:16]([N:18]1[CH2:22][CH2:21][CH2:20][C@H:19]1[CH2:23][N:24]1[CH2:28][CH2:27][CH2:26][CH2:25]1)=[O:17].[ClH:29].O1CCOCC1. Product: [ClH:29].[ClH:29].[F:1][C:2]1[CH:7]=[C:6]([O:8][CH2:9][C:10]2[CH:15]=[CH:14][CH:13]=[CH:12][N:11]=2)[CH:5]=[CH:4][C:3]=1[C:16]([N:18]1[CH2:22][CH2:21][CH2:20][C@H:19]1[CH2:23][N:24]1[CH2:25][CH2:26][CH2:27][CH2:28]1)=[O:17]. (2) Reactant: [CH:1]1([C:7]2[C:15]3[C:10](=[CH:11][C:12]([C:16]([O:18][CH3:19])=[O:17])=[CH:13][CH:14]=3)[NH:9][C:8]=2[CH:20]=[CH2:21])[CH2:6][CH2:5][CH2:4][CH2:3][CH2:2]1.[H-].[Na+].[CH3:24][N:25]([CH3:30])[C:26](=[O:29])[CH2:27]Cl. Product: [CH:1]1([C:7]2[C:15]3[C:10](=[CH:11][C:12]([C:16]([O:18][CH3:19])=[O:17])=[CH:13][CH:14]=3)[N:9]([CH2:27][C:26]([N:25]([CH3:30])[CH3:24])=[O:29])[C:8]=2[CH:20]=[CH2:21])[CH2:2][CH2:3][CH2:4][CH2:5][CH2:6]1. The catalyst class is: 3. (3) Reactant: [NH2:1][C:2]1[CH:31]=[CH:30][C:5]2[N:6]3[CH2:12][C@H:11]([NH:13][C:14](=[O:20])[O:15][C:16]([CH3:19])([CH3:18])[CH3:17])[C@@H:10]([C:21]4[CH:26]=[C:25]([F:27])[C:24]([F:28])=[CH:23][C:22]=4[F:29])[CH2:9][C:7]3=[N:8][C:4]=2[CH:3]=1.N1C=CC=CC=1.[CH3:38][S:39](Cl)(=[O:41])=[O:40]. Product: [CH3:38][S:39]([NH:1][C:2]1[CH:31]=[CH:30][C:5]2[N:6]3[CH2:12][C@H:11]([NH:13][C:14](=[O:20])[O:15][C:16]([CH3:19])([CH3:18])[CH3:17])[C@@H:10]([C:21]4[CH:26]=[C:25]([F:27])[C:24]([F:28])=[CH:23][C:22]=4[F:29])[CH2:9][C:7]3=[N:8][C:4]=2[CH:3]=1)(=[O:41])=[O:40]. The catalyst class is: 2. (4) Reactant: C(OC([N:8]1[C:16]2[C:11](=[CH:12][C:13]([C:17](=[O:24])[C:18]3[CH:23]=[CH:22][CH:21]=[CH:20][CH:19]=3)=[CH:14][CH:15]=2)[CH:10]=[C:9]1[C:25]1[C:26]2[S:39][CH:38]=[CH:37][C:27]=2[N:28](C(OC(C)(C)C)=O)[N:29]=1)=O)(C)(C)C.[CH3:40][Mg]Br.O. Product: [C:18]1([C:17]([C:13]2[CH:12]=[C:11]3[C:16](=[CH:15][CH:14]=2)[NH:8][C:9]([C:25]2[C:26]4[S:39][CH:38]=[CH:37][C:27]=4[NH:28][N:29]=2)=[CH:10]3)([OH:24])[CH3:40])[CH:23]=[CH:22][CH:21]=[CH:20][CH:19]=1. The catalyst class is: 7. (5) Reactant: [CH3:1][C:2]1[C:3]([CH3:25])=[CH:4][C:5]2[N:6]([CH:8]=[C:9]([CH2:11][C@@H:12]3[CH2:17][CH2:16][CH2:15][CH2:14][N:13]3C(OC(C)(C)C)=O)[N:10]=2)[CH:7]=1.C(O)(C(F)(F)F)=O. Product: [CH3:1][C:2]1[C:3]([CH3:25])=[CH:4][C:5]2[N:6]([CH:8]=[C:9]([CH2:11][C@@H:12]3[CH2:17][CH2:16][CH2:15][CH2:14][NH:13]3)[N:10]=2)[CH:7]=1. The catalyst class is: 2. (6) Reactant: [N:1]1([C:11]([O:13][C:14]([CH3:17])([CH3:16])[CH3:15])=[O:12])[CH2:6][CH2:5][CH:4]([C:7]([O:9][CH3:10])=[O:8])[CH2:3][CH2:2]1.C([N-]C(C)C)(C)C.[Li+].[CH3:26][O:27][CH2:28]Cl. Product: [CH3:26][O:27][CH2:28][C:4]1([C:7]([O:9][CH3:10])=[O:8])[CH2:3][CH2:2][N:1]([C:11]([O:13][C:14]([CH3:17])([CH3:16])[CH3:15])=[O:12])[CH2:6][CH2:5]1. The catalyst class is: 7. (7) Reactant: [NH2:1][C:2]1[CH:21]=[CH:20][C:5]([O:6][C:7]2[C:12]([C:13]3[CH:18]=[CH:17][N:16]=[C:15]([NH2:19])[N:14]=3)=[CH:11][CH:10]=[CH:9][N:8]=2)=[CH:4][CH:3]=1.[CH3:22][N:23]1[C:27]([C:28]2[CH:33]=[CH:32][CH:31]=[CH:30][CH:29]=2)=[N:26][N:25]=[C:24]1S(C)(=O)=O. Product: [CH3:22][N:23]1[C:27]([C:28]2[CH:29]=[CH:30][CH:31]=[CH:32][CH:33]=2)=[N:26][N:25]=[C:24]1[NH:1][C:2]1[CH:21]=[CH:20][C:5]([O:6][C:7]2[C:12]([C:13]3[CH:18]=[CH:17][N:16]=[C:15]([NH2:19])[N:14]=3)=[CH:11][CH:10]=[CH:9][N:8]=2)=[CH:4][CH:3]=1. The catalyst class is: 1.